From a dataset of Full USPTO retrosynthesis dataset with 1.9M reactions from patents (1976-2016). Predict the reactants needed to synthesize the given product. (1) Given the product [CH3:14][C:9]1[CH:10]=[CH:11][C:12]([CH3:13])=[CH:7][C:8]=1[P:29]([C:23]1[CH:28]=[CH:27][CH:26]=[CH:25][CH:24]=1)(=[O:33])[O:30][CH2:31][CH3:32], predict the reactants needed to synthesize it. The reactants are: FC(F)(F)S(O[C:7]1[C:12]([CH3:13])=[CH:11][CH:10]=[C:9]([CH3:14])[C:8]=1[Si](C)(C)C)(=O)=O.[F-].[Cs+].[C:23]1([P:29]([O:33]CC)[O:30][CH2:31][CH3:32])[CH:28]=[CH:27][CH:26]=[CH:25][CH:24]=1.C(#N)C. (2) Given the product [CH3:44][O:45][C:46]1[CH:47]=[C:48]([N:54]2[CH2:55][CH2:56][N:57]([C:7]([C:4]3[CH:3]=[CH:2][N:1]=[CH:6][CH:5]=3)=[O:9])[CH2:58][CH2:59]2)[CH:49]=[C:50]([O:52][CH3:53])[CH:51]=1, predict the reactants needed to synthesize it. The reactants are: [N:1]1[CH:6]=[CH:5][C:4]([C:7]([OH:9])=O)=[CH:3][CH:2]=1.CN1CCOCC1.F[P-](F)(F)(F)(F)F.N1(O[P+](N(C)C)(N(C)C)N(C)C)C2C=CC=CC=2N=N1.[CH3:44][O:45][C:46]1[CH:47]=[C:48]([N:54]2[CH2:59][CH2:58][NH:57][CH2:56][CH2:55]2)[CH:49]=[C:50]([O:52][CH3:53])[CH:51]=1. (3) Given the product [CH3:1][C:2]1[N:3]=[C:4]2[C:9]([CH:8]=[CH:7][CH:6]=[CH:5]2)=[C:10]2[CH:14]=[CH:13][NH:12][C:11]=12, predict the reactants needed to synthesize it. The reactants are: [CH3:1][C:2]1[C:11]2[N:12](S(C3C=CC=CC=3)(=O)=O)[CH:13]=[CH:14][C:10]=2[C:9]2[CH:8]=[CH:7][CH:6]=[CH:5][C:4]=2[N:3]=1.C([O-])([O-])=O.[K+].[K+]. (4) Given the product [F:25][C:24]([F:27])([F:26])[C:22]([OH:28])=[O:23].[NH:8]1[CH2:11][CH:10]([C:12]([C:13]2[CH:18]=[CH:17][C:16]([O:19][CH3:20])=[CH:15][CH:14]=2)=[O:21])[CH2:9]1.[C:22]([OH:28])([C:24]([F:27])([F:26])[F:25])=[O:23], predict the reactants needed to synthesize it. The reactants are: C(OC([N:8]1[CH2:11][CH:10]([C:12](=[O:21])[C:13]2[CH:18]=[CH:17][C:16]([O:19][CH3:20])=[CH:15][CH:14]=2)[CH2:9]1)=O)(C)(C)C.[C:22]([OH:28])([C:24]([F:27])([F:26])[F:25])=[O:23]. (5) Given the product [Cl:1][C:2]1[C:3]([NH:10][CH2:11][C:12]2[CH:17]=[CH:16][C:15]([O:18][C:20]3[CH:21]=[CH:22][C:23]4[N:24]([C:26]([N+:29]([O-:31])=[O:30])=[CH:27][N:28]=4)[N:25]=3)=[CH:14][CH:13]=2)=[N:4][C:5]([CH3:9])=[N:6][C:7]=1[CH3:8], predict the reactants needed to synthesize it. The reactants are: [Cl:1][C:2]1[C:3]([NH:10][CH2:11][C:12]2[CH:17]=[CH:16][C:15]([OH:18])=[CH:14][CH:13]=2)=[N:4][C:5]([CH3:9])=[N:6][C:7]=1[CH3:8].Cl[C:20]1[CH:21]=[CH:22][C:23]2[N:24]([C:26]([N+:29]([O-:31])=[O:30])=[CH:27][N:28]=2)[N:25]=1.C(=O)([O-])[O-].[K+].[K+].O.